This data is from Reaction yield outcomes from USPTO patents with 853,638 reactions. The task is: Predict the reaction yield, written as a fraction of the theoretical maximum amount of product (1.0 means a 100% yield; for example, 0.34 means a 34% yield). (1) The catalyst is C(Cl)Cl.[C-]#N.[Zn+2].[C-]#N.C1C=CC([P]([Pd]([P](C2C=CC=CC=2)(C2C=CC=CC=2)C2C=CC=CC=2)([P](C2C=CC=CC=2)(C2C=CC=CC=2)C2C=CC=CC=2)[P](C2C=CC=CC=2)(C2C=CC=CC=2)C2C=CC=CC=2)(C2C=CC=CC=2)C2C=CC=CC=2)=CC=1. The yield is 0.713. The reactants are Br[C:2]1[CH:23]=[CH:22][C:5]2[C:6]3[N:7]=[C:8]([C:14]4[N:15]([CH:19]([CH3:21])[CH3:20])[N:16]=[CH:17][N:18]=4)[S:9][C:10]=3[CH2:11][CH2:12][O:13][C:4]=2[CH:3]=1.[CH3:24][N:25](C)C=O. The product is [C:24]([C:2]1[CH:23]=[CH:22][C:5]2[C:6]3[N:7]=[C:8]([C:14]4[N:15]([CH:19]([CH3:21])[CH3:20])[N:16]=[CH:17][N:18]=4)[S:9][C:10]=3[CH2:11][CH2:12][O:13][C:4]=2[CH:3]=1)#[N:25]. (2) The reactants are [Cl:1][C:2]1[C:3]([CH2:24][NH2:25])=[N:4][CH:5]=[C:6](/[CH:8]=[CH:9]/[CH:10]([C:15]2[CH:20]=[C:19]([Cl:21])[C:18]([Cl:22])=[C:17]([Cl:23])[CH:16]=2)[C:11]([F:14])([F:13])[F:12])[CH:7]=1.[F:26][C:27]([F:33])([F:32])[CH2:28][C:29](O)=[O:30].CCN=C=NCCCN(C)C.Cl.C1C=CC2N(O)N=NC=2C=1.O.CCN(C(C)C)C(C)C. The catalyst is C(Cl)Cl. The product is [Cl:1][C:2]1[C:3]([CH2:24][NH:25][C:29](=[O:30])[CH2:28][C:27]([F:33])([F:32])[F:26])=[N:4][CH:5]=[C:6](/[CH:8]=[CH:9]/[CH:10]([C:15]2[CH:20]=[C:19]([Cl:21])[C:18]([Cl:22])=[C:17]([Cl:23])[CH:16]=2)[C:11]([F:14])([F:12])[F:13])[CH:7]=1. The yield is 0.350. (3) The reactants are Cl.[O:2]=[C:3]1[CH2:8][CH2:7][NH:6][CH2:5][CH:4]1[C:9]([O:11][CH3:12])=[O:10].CCN(CC)CC.[S:20](Cl)([CH3:23])(=[O:22])=[O:21]. The catalyst is C(Cl)Cl.CCOC(C)=O. The product is [CH3:23][S:20]([N:6]1[CH2:7][CH2:8][C:3](=[O:2])[CH:4]([C:9]([O:11][CH3:12])=[O:10])[CH2:5]1)(=[O:22])=[O:21]. The yield is 0.230. (4) The reactants are [N:1]1([C:10]2([CH2:15][C:16]#[N:17])[CH2:14][CH2:13][CH2:12][CH2:11]2)[C:5]2=[N:6][CH:7]=[CH:8][CH:9]=[C:4]2[CH:3]=[CH:2]1.[NH2:18][OH:19].C(OCC)(=O)C. The catalyst is C(O)C.CCCCCC. The product is [OH:19][NH:18][C:16](=[NH:17])[CH2:15][C:10]1([N:1]2[C:5]3=[N:6][CH:7]=[CH:8][CH:9]=[C:4]3[CH:3]=[CH:2]2)[CH2:11][CH2:12][CH2:13][CH2:14]1. The yield is 1.12. (5) The reactants are [Na:1].N1C(N)=C2C(N(C([C@@H]([C@H](CO)OCP(O)(O)=O)O)=O)C=N2)=NC=1.[N:25]1([C:33]([C@@H:35]([C@H:37]([CH2:50][OH:51])[O:38][CH2:39][P:40]([O:46]C(C)C)([O:42]C(C)C)=[O:41])[OH:36])=[O:34])[CH:32]=[CH:31][C:29](=[O:30])[NH:28][C:26]1=[O:27]. No catalyst specified. The product is [Na:1].[N:25]1([C:33]([C@@H:35]([C@H:37]([CH2:50][OH:51])[O:38][CH2:39][P:40]([OH:42])([OH:46])=[O:41])[OH:36])=[O:34])[CH:32]=[CH:31][C:29](=[O:30])[NH:28][C:26]1=[O:27]. The yield is 0.490. (6) The reactants are [N+:1]([C:4]1[CH:11]=[CH:10][C:7]([CH:8]=O)=[CH:6][CH:5]=1)([O-:3])=[O:2].[C:12]([NH:15][CH2:16][C:17]([OH:19])=[O:18])(=O)[CH3:13].C([O-])(=O)C.[Na+].C(OC(=O)C)(=O)C. No catalyst specified. The product is [CH3:13][C:12]1[O:19][C:17](=[O:18])[C:16](=[CH:8][C:7]2[CH:10]=[CH:11][C:4]([N+:1]([O-:3])=[O:2])=[CH:5][CH:6]=2)[N:15]=1. The yield is 0.660. (7) The reactants are Br[CH2:2][C:3]1[NH:8][C:7]([C:9]2[C:14]([F:15])=[CH:13][CH:12]=[CH:11][N:10]=2)=[N:6][CH:5]([C:16]2[CH:21]=[CH:20][C:19]([F:22])=[CH:18][C:17]=2[Cl:23])[C:4]=1[C:24]([O:26][CH2:27][CH3:28])=[O:25].Cl.[NH:30]1[CH2:35][CH2:34][O:33][CH2:32][CH:31]1[CH2:36][CH2:37][C:38]([OH:40])=[O:39]. No catalyst specified. The product is [Cl:23][C:17]1[CH:18]=[C:19]([F:22])[CH:20]=[CH:21][C:16]=1[CH:5]1[N:6]=[C:7]([C:9]2[C:14]([F:15])=[CH:13][CH:12]=[CH:11][N:10]=2)[NH:8][C:3]([CH2:2][N:30]2[CH2:35][CH2:34][O:33][CH2:32][CH:31]2[CH2:36][CH2:37][C:38]([OH:40])=[O:39])=[C:4]1[C:24]([O:26][CH2:27][CH3:28])=[O:25]. The yield is 0.360. (8) The catalyst is C1COCC1. The product is [CH2:14]([CH:10]1[CH2:11][O:18][C:8](=[O:7])[CH2:9]1)[CH:15]([CH3:16])[CH3:17]. The yield is 0.720. The reactants are [H-].[Na+].C([O:7][C:8](=[O:18])[CH2:9][CH:10]([CH2:14][CH:15]([CH3:17])[CH3:16])[C:11](O)=O)(C)(C)C.O. (9) The reactants are C(OC([N:8]1[CH2:13][CH2:12][CH:11]([C:14]#[C:15][C:16]2[CH:17]=[C:18]3[C:23](=[CH:24][CH:25]=2)[N:22]=[CH:21][N:20]=[C:19]3Cl)[CH2:10][CH2:9]1)=O)(C)(C)C.[CH3:27][C:28]1[CH:29]=[C:30]([NH2:41])[CH:31]=[CH:32][C:33]=1[O:34][C:35]1[CH:36]=[N:37][CH:38]=[CH:39][CH:40]=1.ClC(Cl)C. The catalyst is C(O)(C)(C)C. The product is [CH3:27][C:28]1[CH:29]=[C:30]([NH:41][C:19]2[C:18]3[C:23](=[CH:24][CH:25]=[C:16]([C:15]#[C:14][CH:11]4[CH2:10][CH2:9][NH:8][CH2:13][CH2:12]4)[CH:17]=3)[N:22]=[CH:21][N:20]=2)[CH:31]=[CH:32][C:33]=1[O:34][C:35]1[CH:36]=[N:37][CH:38]=[CH:39][CH:40]=1. The yield is 0.950. (10) The reactants are [CH3:1][O:2][CH2:3][C@@H:4]1[O:8][C:7]2([CH2:13][CH2:12][CH2:11][CH2:10][CH2:9]2)[O:6][C@H:5]1[CH:14]=O.[OH2:16].Cl.[NH2:18]O.C([O-])([O-])=O.[Na+].[Na+]. The catalyst is CO. The product is [CH3:1][O:2][CH2:3][CH:4]1[O:8][C:7]2([CH2:13][CH2:12][CH2:11][CH2:10][CH2:9]2)[O:6][CH:5]1[CH:14]=[N:18][OH:16]. The yield is 1.01.